This data is from Peptide-MHC class I binding affinity with 185,985 pairs from IEDB/IMGT. The task is: Regression. Given a peptide amino acid sequence and an MHC pseudo amino acid sequence, predict their binding affinity value. This is MHC class I binding data. (1) The peptide sequence is IWYDGSNKYY. The MHC is HLA-A01:01 with pseudo-sequence HLA-A01:01. The binding affinity (normalized) is 0.0557. (2) The peptide sequence is SLRPNDIVY. The MHC is HLA-A69:01 with pseudo-sequence HLA-A69:01. The binding affinity (normalized) is 0.0847. (3) The peptide sequence is ANSIETIVLM. The MHC is Mamu-A02 with pseudo-sequence YYAMYRENMAENAVNNLYIRYHSYTWAEHTYEWY. The binding affinity (normalized) is 0.599.